Dataset: Catalyst prediction with 721,799 reactions and 888 catalyst types from USPTO. Task: Predict which catalyst facilitates the given reaction. Product: [Cl:30][C:27]1[S:26][C:25]([C:23]([NH:22][CH2:21][C@@H:19]2[O:18][C:17](=[O:31])[N:16]([C:13]3[CH:12]=[CH:11][C:10]([N:6]4[CH2:7][CH2:8][O:9][CH:4]([CH2:1][CH2:2][CH2:3][OH:42])[C:5]4=[O:32])=[CH:15][CH:14]=3)[CH2:20]2)=[O:24])=[CH:29][CH:28]=1. The catalyst class is: 299. Reactant: [CH2:1]([CH:4]1[O:9][CH2:8][CH2:7][N:6]([C:10]2[CH:15]=[CH:14][C:13]([N:16]3[CH2:20][C@H:19]([CH2:21][NH:22][C:23]([C:25]4[S:26][C:27]([Cl:30])=[CH:28][CH:29]=4)=[O:24])[O:18][C:17]3=[O:31])=[CH:12][CH:11]=2)[C:5]1=[O:32])[CH:2]=[CH2:3].C12BC(CCC1)CCC2.[OH-:42].[Na+].OO.